From a dataset of Catalyst prediction with 721,799 reactions and 888 catalyst types from USPTO. Predict which catalyst facilitates the given reaction. (1) The catalyst class is: 844. Reactant: C[O:2][C:3]1[C:8]([C:9](=[O:11])[CH3:10])=[CH:7][CH:6]=[CH:5][N:4]=1.[Br:12]Br.C(OC)(C)(C)C. Product: [Br:12][CH2:10][C:9]([C:8]1[C:3](=[O:2])[NH:4][CH:5]=[CH:6][CH:7]=1)=[O:11]. (2) Reactant: [Br:1][C:2]1[CH:3]=[C:4]2[C:8](=[CH:9][CH:10]=1)[CH:7]([N:11]1[CH2:16][CH2:15][N:14]([C:17]3([CH3:30])[CH2:22][CH2:21][N:20](C(OC(C)(C)C)=O)[CH2:19][CH2:18]3)[CH2:13][C@@H:12]1[CH3:31])[CH2:6][CH2:5]2. Product: [Br:1][C:2]1[CH:3]=[C:4]2[C:8](=[CH:9][CH:10]=1)[CH:7]([N:11]1[CH2:16][CH2:15][N:14]([C:17]3([CH3:30])[CH2:22][CH2:21][NH:20][CH2:19][CH2:18]3)[CH2:13][C@@H:12]1[CH3:31])[CH2:6][CH2:5]2. The catalyst class is: 89. (3) Reactant: [H-].[H-].[H-].[H-].[Li+].[Al+3].[NH2:7][C:8]1[C:13]([C:14](OCC)=[O:15])=[CH:12][N:11]=[C:10]([S:19][CH3:20])[N:9]=1. Product: [NH2:7][C:8]1[C:13]([CH2:14][OH:15])=[CH:12][N:11]=[C:10]([S:19][CH3:20])[N:9]=1. The catalyst class is: 1. (4) Reactant: [F:1][CH:2]([F:10])[C:3]1[N:8]=[CH:7][C:6]([NH2:9])=[CH:5][CH:4]=1.[Br:11]N1C(=O)CCC1=O.O. Product: [Br:11][C:7]1[C:6]([NH2:9])=[CH:5][CH:4]=[C:3]([CH:2]([F:10])[F:1])[N:8]=1. The catalyst class is: 10. (5) Reactant: O=[C:2]1[CH2:7][CH2:6][CH:5]([C:8]([OH:10])=O)[CH2:4][CH2:3]1.[CH3:11][N:12]([CH:14]=O)[CH3:13].[N:16]1[CH:21]=CC=[CH:18][CH:17]=1.C(Cl)(=O)C([Cl:25])=O.[NH2:28][C:29]1[CH:44]=[CH:43][C:42]([Cl:45])=[CH:41][C:30]=1[C:31]([NH:33][C:34]1[CH:39]=[CH:38][C:37]([Cl:40])=[CH:36][N:35]=1)=[O:32]. Product: [ClH:25].[ClH:40].[Cl:45][C:42]1[CH:43]=[CH:44][C:29]([NH:28][C:8]([CH:5]2[CH2:4][CH2:3][CH:2]([N:16]3[CH2:17][CH2:18][CH2:13][N:12]([CH3:11])[CH2:14][CH2:21]3)[CH2:7][CH2:6]2)=[O:10])=[C:30]([CH:41]=1)[C:31]([NH:33][C:34]1[CH:39]=[CH:38][C:37]([Cl:40])=[CH:36][N:35]=1)=[O:32]. The catalyst class is: 2. (6) Reactant: [CH3:1][N:2]1[CH:6]=[C:5]([C:7]2[C:8]3[N:9]([N:13]=[C:14]([NH2:16])[N:15]=3)[CH:10]=[CH:11][N:12]=2)[CH:4]=[N:3]1.Br[C:18]1[CH:26]=[C:25]2[C:21]([C:22]([C:27](=[O:32])[C:28]([F:31])([F:30])[F:29])=[CH:23][NH:24]2)=[CH:20][CH:19]=1.BrC1C=C2C(C=CN2)=CC=1.C(O)(C(F)(F)F)=O. Product: [F:31][C:28]([F:29])([F:30])[C:27]([C:22]1[C:21]2[C:25](=[CH:26][C:18]([NH:16][C:14]3[N:15]=[C:8]4[C:7]([C:5]5[CH:4]=[N:3][N:2]([CH3:1])[CH:6]=5)=[N:12][CH:11]=[CH:10][N:9]4[N:13]=3)=[CH:19][CH:20]=2)[NH:24][CH:23]=1)=[O:32]. The catalyst class is: 3. (7) Reactant: [NH:1]1[C:8](=[O:9])[CH2:7][C:5](=[O:6])[NH:4][C:2]1=[O:3].C(N(CC)C(C)C)(C)C.[N:19]([CH2:22][C:23]([O:25]CC)=[O:24])=[C:20]=[O:21]. Product: [OH:6][C:5]1[NH:4][C:2](=[O:3])[NH:1][C:8](=[O:9])[C:7]=1[C:20]([NH:19][CH2:22][C:23]([OH:25])=[O:24])=[O:21]. The catalyst class is: 139.